This data is from Catalyst prediction with 721,799 reactions and 888 catalyst types from USPTO. The task is: Predict which catalyst facilitates the given reaction. (1) Reactant: [C:1]1([C:7]2[C:11]([C:12]([F:15])([F:14])[F:13])=[C:10]([C:16]3[NH:17][N:18]=[C:19]4[C:24]=3[CH2:23][CH2:22][C:21]3[CH:25]=[C:26]([CH:29]=C)[CH:27]=[CH:28][C:20]4=3)[O:9][N:8]=2)[CH:6]=[CH:5][CH:4]=[CH:3][CH:2]=1.C[N+]1([O-])CC[O:35]CC1.I([O-])(=O)(=O)=O.[Na+]. Product: [C:1]1([C:7]2[C:11]([C:12]([F:13])([F:14])[F:15])=[C:10]([C:16]3[NH:17][N:18]=[C:19]4[C:24]=3[CH2:23][CH2:22][C:21]3[CH:25]=[C:26]([CH:29]=[O:35])[CH:27]=[CH:28][C:20]4=3)[O:9][N:8]=2)[CH:6]=[CH:5][CH:4]=[CH:3][CH:2]=1. The catalyst class is: 822. (2) Reactant: [NH2:1][C:2]1[C:3]2[C:26]([CH3:28])([CH3:27])[C:25](=[O:29])[NH:24][C:4]=2[N:5]=[C:6]([N:8]2[C:16]3[C:11](=[CH:12][C:13](Cl)=[CH:14][CH:15]=3)[C:10]([CH2:18][CH2:19][C:20]([F:23])([F:22])[F:21])=[N:9]2)[N:7]=1. Product: [NH2:1][C:2]1[C:3]2[C:26]([CH3:27])([CH3:28])[C:25](=[O:29])[NH:24][C:4]=2[N:5]=[C:6]([N:8]2[C:16]3[C:11](=[CH:12][CH:13]=[CH:14][CH:15]=3)[C:10]([CH2:18][CH2:19][C:20]([F:22])([F:21])[F:23])=[N:9]2)[N:7]=1. The catalyst class is: 105.